This data is from NCI-60 drug combinations with 297,098 pairs across 59 cell lines. The task is: Regression. Given two drug SMILES strings and cell line genomic features, predict the synergy score measuring deviation from expected non-interaction effect. (1) Drug 1: C1=CC(=CC=C1CCC2=CNC3=C2C(=O)NC(=N3)N)C(=O)NC(CCC(=O)O)C(=O)O. Drug 2: CCCS(=O)(=O)NC1=C(C(=C(C=C1)F)C(=O)C2=CNC3=C2C=C(C=N3)C4=CC=C(C=C4)Cl)F. Cell line: RPMI-8226. Synergy scores: CSS=40.9, Synergy_ZIP=2.90, Synergy_Bliss=1.36, Synergy_Loewe=-20.3, Synergy_HSA=-0.786. (2) Drug 1: C1C(C(OC1N2C=NC3=C(N=C(N=C32)Cl)N)CO)O. Synergy scores: CSS=1.15, Synergy_ZIP=-2.59, Synergy_Bliss=1.86, Synergy_Loewe=-9.01, Synergy_HSA=0.255. Drug 2: CC(C)NC(=O)C1=CC=C(C=C1)CNNC.Cl. Cell line: IGROV1. (3) Drug 1: CNC(=O)C1=CC=CC=C1SC2=CC3=C(C=C2)C(=NN3)C=CC4=CC=CC=N4. Drug 2: CCC(=C(C1=CC=CC=C1)C2=CC=C(C=C2)OCCN(C)C)C3=CC=CC=C3.C(C(=O)O)C(CC(=O)O)(C(=O)O)O. Cell line: COLO 205. Synergy scores: CSS=-10.3, Synergy_ZIP=4.87, Synergy_Bliss=2.48, Synergy_Loewe=-7.32, Synergy_HSA=-6.39. (4) Drug 1: CC1C(C(=O)NC(C(=O)N2CCCC2C(=O)N(CC(=O)N(C(C(=O)O1)C(C)C)C)C)C(C)C)NC(=O)C3=C4C(=C(C=C3)C)OC5=C(C(=O)C(=C(C5=N4)C(=O)NC6C(OC(=O)C(N(C(=O)CN(C(=O)C7CCCN7C(=O)C(NC6=O)C(C)C)C)C)C(C)C)C)N)C. Drug 2: C1=NNC2=C1C(=O)NC=N2. Cell line: SK-MEL-28. Synergy scores: CSS=7.49, Synergy_ZIP=-4.17, Synergy_Bliss=0.719, Synergy_Loewe=-11.5, Synergy_HSA=-1.23.